From a dataset of Peptide-MHC class I binding affinity with 185,985 pairs from IEDB/IMGT. Regression. Given a peptide amino acid sequence and an MHC pseudo amino acid sequence, predict their binding affinity value. This is MHC class I binding data. (1) The peptide sequence is LFQLIFFLTL. The MHC is HLA-A24:02 with pseudo-sequence HLA-A24:02. The binding affinity (normalized) is 0. (2) The peptide sequence is VVSYEAGEW. The MHC is HLA-A69:01 with pseudo-sequence HLA-A69:01. The binding affinity (normalized) is 0.0847. (3) The peptide sequence is KKFRPLMIF. The MHC is HLA-B15:03 with pseudo-sequence HLA-B15:03. The binding affinity (normalized) is 1.00. (4) The MHC is HLA-A69:01 with pseudo-sequence HLA-A69:01. The peptide sequence is LELAEITAE. The binding affinity (normalized) is 0.0847. (5) The peptide sequence is RRARSLSAERY. The MHC is HLA-A68:02 with pseudo-sequence HLA-A68:02. The binding affinity (normalized) is 0.175.